Task: Regression. Given a peptide amino acid sequence and an MHC pseudo amino acid sequence, predict their binding affinity value. This is MHC class I binding data.. Dataset: Peptide-MHC class I binding affinity with 185,985 pairs from IEDB/IMGT (1) The peptide sequence is FMYALSRAF. The MHC is HLA-B46:01 with pseudo-sequence HLA-B46:01. The binding affinity (normalized) is 0.820. (2) The peptide sequence is NLPFDKTTIMA. The MHC is HLA-A02:06 with pseudo-sequence HLA-A02:06. The binding affinity (normalized) is 0. (3) The peptide sequence is LLGCAANWI. The MHC is Patr-A0701 with pseudo-sequence Patr-A0701. The binding affinity (normalized) is 0. (4) The peptide sequence is CSEVPQSGY. The MHC is HLA-A69:01 with pseudo-sequence HLA-A69:01. The binding affinity (normalized) is 0.0847. (5) The binding affinity (normalized) is 0.353. The peptide sequence is LRLSCAASGF. The MHC is HLA-A01:01 with pseudo-sequence HLA-A01:01. (6) The peptide sequence is GVRLLAHVI. The MHC is Mamu-B1001 with pseudo-sequence Mamu-B1001. The binding affinity (normalized) is 0.329.